This data is from Clinical trial toxicity outcomes and FDA approval status for drugs. The task is: Regression/Classification. Given a drug SMILES string, predict its toxicity properties. Task type varies by dataset: regression for continuous values (e.g., LD50, hERG inhibition percentage) or binary classification for toxic/non-toxic outcomes (e.g., AMES mutagenicity, cardiotoxicity, hepatotoxicity). Dataset: clintox. (1) The compound is CC(=O)OCC(=O)[C@H]1CC[C@H]2[C@@H]3CCC4=CC(=O)CC[C@]4(C)[C@H]3CC[C@]12C. The result is 0 (passed clinical trial). (2) The molecule is CC(=O)NCc1c(I)c(NC(C)=O)c(I)c(C(=O)[O-])c1I. The result is 0 (passed clinical trial).